This data is from Forward reaction prediction with 1.9M reactions from USPTO patents (1976-2016). The task is: Predict the product of the given reaction. (1) The product is: [C:9]1([C:7]2[O:8][C:4]3[CH:3]=[C:2]([C:25](=[O:29])[CH2:26][CH2:27][CH3:28])[CH:16]=[CH:15][C:5]=3[N:6]=2)[CH:14]=[CH:13][CH:12]=[CH:11][CH:10]=1. Given the reactants Br[C:2]1[CH:16]=[CH:15][C:5]2[N:6]=[C:7]([C:9]3[CH:14]=[CH:13][CH:12]=[CH:11][CH:10]=3)[O:8][C:4]=2[CH:3]=1.C([Li])CCC.CON(C)[C:25](=[O:29])[CH2:26][CH2:27][CH3:28].O, predict the reaction product. (2) Given the reactants [O:1]1[CH2:6][CH2:5][N:4]([CH2:7][CH2:8][NH:9][C:10]2[N:11]=[C:12]([NH:21][C@@H:22]([C:24]3[CH:29]=[CH:28][CH:27]=[CH:26][CH:25]=3)C)[C:13]3[S:18][CH:17]=[C:16]([CH:19]=[CH2:20])[C:14]=3[N:15]=2)[CH2:3][CH2:2]1.[H][H], predict the reaction product. The product is: [CH2:22]([NH:21][C:12]1[C:13]2[S:18][CH:17]=[C:16]([CH2:19][CH3:20])[C:14]=2[N:15]=[C:10]([NH:9][CH2:8][CH2:7][N:4]2[CH2:5][CH2:6][O:1][CH2:2][CH2:3]2)[N:11]=1)[C:24]1[CH:25]=[CH:26][CH:27]=[CH:28][CH:29]=1.